From a dataset of Full USPTO retrosynthesis dataset with 1.9M reactions from patents (1976-2016). Predict the reactants needed to synthesize the given product. (1) Given the product [F:34][C:30]1[CH:29]=[C:28]2[C:33]([C:25]([C:23]3[CH:22]=[N:21][N:11]([CH:10]4[CH2:9][N:8]([C:6]([NH:3][CH3:4])=[O:7])[CH2:12]4)[CH:24]=3)=[CH:26][N:27]2[S:35]([C:38]2[CH:43]=[CH:42][CH:41]=[CH:40][CH:39]=2)(=[O:37])=[O:36])=[CH:32][CH:31]=1, predict the reactants needed to synthesize it. The reactants are: C1N=[CH:4][N:3]([C:6]([N:8]2[CH:12]=[N:11][CH:10]=[CH:9]2)=[O:7])C=1.CN.Cl.N1CC(N2[CH:24]=[C:23]([C:25]3[C:33]4[C:28](=[CH:29][C:30]([F:34])=[CH:31][CH:32]=4)[N:27]([S:35]([C:38]4[CH:43]=[CH:42][CH:41]=[CH:40][CH:39]=4)(=[O:37])=[O:36])[CH:26]=3)[CH:22]=[N:21]2)C1.CCN(CC)CC. (2) Given the product [Cl:12][C:11]1[C:6]2[N:7]([C:13]([C:14]3[CH:15]=[C:16]([CH:17]=[CH:18][CH:19]=3)[O:20][C:22]3[CH:27]=[CH:26][C:25]([S:28]([N:31]([CH2:41][C:42]4[CH:43]=[CH:44][C:45]([O:48][CH3:49])=[CH:46][CH:47]=4)[CH2:32][C:33]4[CH:38]=[CH:37][C:36]([O:39][CH3:40])=[CH:35][CH:34]=4)(=[O:30])=[O:29])=[CH:24][CH:23]=3)=[C:4]([CH:1]([CH3:3])[CH3:2])[N:5]=2)[CH:8]=[CH:9][CH:10]=1, predict the reactants needed to synthesize it. The reactants are: [CH:1]([C:4]1[N:5]=[C:6]2[C:11]([Cl:12])=[CH:10][CH:9]=[CH:8][N:7]2[C:13]=1[C:14]1[CH:15]=[C:16]([OH:20])[CH:17]=[CH:18][CH:19]=1)([CH3:3])[CH3:2].F[C:22]1[CH:27]=[CH:26][C:25]([S:28]([N:31]([CH2:41][C:42]2[CH:47]=[CH:46][C:45]([O:48][CH3:49])=[CH:44][CH:43]=2)[CH2:32][C:33]2[CH:38]=[CH:37][C:36]([O:39][CH3:40])=[CH:35][CH:34]=2)(=[O:30])=[O:29])=[CH:24][CH:23]=1.